This data is from Forward reaction prediction with 1.9M reactions from USPTO patents (1976-2016). The task is: Predict the product of the given reaction. (1) Given the reactants Br[C:2]1[CH:7]=[CH:6][C:5]([Cl:8])=[CH:4][C:3]=1[O:9][C@H:10]([CH2:12][CH:13]=[CH2:14])[CH3:11].CC(O)C.C(=O)=O.[Li]CCCC.C(O[B:31]1[O:35][C:34]([CH3:37])([CH3:36])[C:33]([CH3:39])([CH3:38])[O:32]1)(C)C, predict the reaction product. The product is: [Cl:8][C:5]1[CH:6]=[CH:7][C:2]([B:31]2[O:35][C:34]([CH3:37])([CH3:36])[C:33]([CH3:39])([CH3:38])[O:32]2)=[C:3]([O:9][C@H:10]([CH2:12][CH:13]=[CH2:14])[CH3:11])[CH:4]=1. (2) Given the reactants [CH:1]1[C:13]2[CH:12]([CH2:14][O:15][C:16]([N:18]3[CH2:23][C@@H:22]([C:24](=[O:47])[NH:25][CH2:26][C:27]4([CH2:41][O:42][CH2:43][CH2:44][O:45][CH3:46])[C:40]5[CH:39]=[CH:38][CH:37]=[CH:36][C:35]=5[O:34][C:33]5[C:28]4=[CH:29][CH:30]=[CH:31][CH:32]=5)[CH2:21][C@@H:20]([NH2:48])[CH2:19]3)=[O:17])[C:11]3[C:6](=[CH:7][CH:8]=[CH:9][CH:10]=3)[C:5]=2[CH:4]=[CH:3][CH:2]=1.[C:49]1([CH3:59])[CH:54]=[CH:53][C:52]([S:55](Cl)(=[O:57])=[O:56])=[CH:51][CH:50]=1, predict the reaction product. The product is: [CH:1]1[C:13]2[CH:12]([CH2:14][O:15][C:16]([N:18]3[CH2:19][C@H:20]([NH:48][S:55]([C:52]4[CH:53]=[CH:54][C:49]([CH3:59])=[CH:50][CH:51]=4)(=[O:57])=[O:56])[CH2:21][C@H:22]([C:24](=[O:47])[NH:25][CH2:26][C:27]4([CH2:41][O:42][CH2:43][CH2:44][O:45][CH3:46])[C:40]5[CH:39]=[CH:38][CH:37]=[CH:36][C:35]=5[O:34][C:33]5[C:28]4=[CH:29][CH:30]=[CH:31][CH:32]=5)[CH2:23]3)=[O:17])[C:11]3[C:6](=[CH:7][CH:8]=[CH:9][CH:10]=3)[C:5]=2[CH:4]=[CH:3][CH:2]=1. (3) Given the reactants [C:1]([O:5][C:6](=[O:15])[CH2:7]/[N:8]=[CH:9]/[CH2:10][C:11]([CH3:14])([CH3:13])[CH3:12])([CH3:4])([CH3:3])[CH3:2].[Cl:16][C:17]1[C:18]([F:34])=[C:19](/[CH:23]=[C:24](/[C:27]2[CH:32]=[CH:31][C:30]([Cl:33])=[CH:29][CH:28]=2)\[C:25]#[N:26])[CH:20]=[CH:21][CH:22]=1.C(N(CC)CC)C, predict the reaction product. The product is: [C:1]([O:5][C:6]([CH:7]1[CH:23]([C:19]2[CH:20]=[CH:21][CH:22]=[C:17]([Cl:16])[C:18]=2[F:34])[C:24]([C:27]2[CH:28]=[CH:29][C:30]([Cl:33])=[CH:31][CH:32]=2)([C:25]#[N:26])[CH:9]([CH2:10][C:11]([CH3:14])([CH3:13])[CH3:12])[NH:8]1)=[O:15])([CH3:4])([CH3:3])[CH3:2].